Dataset: Experimentally validated miRNA-target interactions with 360,000+ pairs, plus equal number of negative samples. Task: Binary Classification. Given a miRNA mature sequence and a target amino acid sequence, predict their likelihood of interaction. The miRNA is hsa-miR-3606-5p with sequence UUAGUGAAGGCUAUUUUAAUU. The protein sequence of the target gene is MLTQLKAKSEGKLAKQICKVVLDHFEKQYSKELGDAWNTVREILTSPSCWQYAVLLNRFNYPFELEKDLHLKGYHTLSQGSLPNYPKSVKCYLSRTPGRIPSERHQIGNLKKYYLLNAASLLPVLALELRDGEKVLDLCAAPGGKSIALLQCACPGYLHCNEYDSLRLRWLRQTLESFIPQPLINVIKVSELDGRKMGDAQPEMFDKVLVDAPCSNDRSWLFSSDSQKASCRISQRRNLPLLQIELLRSAIKALRPGGILVYSTCTLSKAENQDVISEILNSHGNIMPMDIKGIARTCSH.... Result: 0 (no interaction).